This data is from Full USPTO retrosynthesis dataset with 1.9M reactions from patents (1976-2016). The task is: Predict the reactants needed to synthesize the given product. Given the product [CH3:21][O:20][C:17]1[CH:18]=[CH:19][C:14]([CH2:13][N:7]2[CH2:6][CH2:5][C:4]3[C:9](=[CH:10][CH:11]=[C:2]([C:29]([CH3:30])([CH3:28])[CH:24]=[O:23])[CH:3]=3)[C:8]2=[O:12])=[CH:15][CH:16]=1, predict the reactants needed to synthesize it. The reactants are: Br[C:2]1[CH:3]=[C:4]2[C:9](=[CH:10][CH:11]=1)[C:8](=[O:12])[N:7]([CH2:13][C:14]1[CH:19]=[CH:18][C:17]([O:20][CH3:21])=[CH:16][CH:15]=1)[CH2:6][CH2:5]2.C[O:23][C:24]1C=CC=[C:28](OC)[C:29]=1[C:30]1C=CC=CC=1P(C1CCCCC1)C1CCCCC1.C(=O)([O-])[O-].[Cs+].[Cs+].C(=O)C(C)C.